From a dataset of Forward reaction prediction with 1.9M reactions from USPTO patents (1976-2016). Predict the product of the given reaction. (1) Given the reactants C(O[C:4]([C:6]1[N:11]=[CH:10][C:9]2[N:12]=[C:13]([C:15]3[CH:20]=[CH:19][C:18]([Cl:21])=[CH:17][CH:16]=3)[S:14][C:8]=2[C:7]=1[OH:22])=[O:5])C.[NH2:23][CH2:24][C:25]([OH:27])=[O:26], predict the reaction product. The product is: [Cl:21][C:18]1[CH:17]=[CH:16][C:15]([C:13]2[S:14][C:8]3[C:7]([OH:22])=[C:6]([C:4]([NH:23][CH2:24][C:25]([OH:27])=[O:26])=[O:5])[N:11]=[CH:10][C:9]=3[N:12]=2)=[CH:20][CH:19]=1. (2) Given the reactants Cl[C:2]1[C:11]2[C:6](=[CH:7][CH:8]=[CH:9][CH:10]=2)[N:5]=[C:4]([C:12]([F:15])([F:14])[F:13])[N:3]=1.[NH2:16][NH2:17].C(=O)([O-])[O-].[K+].[K+], predict the reaction product. The product is: [F:13][C:12]([F:15])([F:14])[C:4]1[N:3]=[C:2]([NH:16][NH2:17])[C:11]2[C:6](=[CH:7][CH:8]=[CH:9][CH:10]=2)[N:5]=1. (3) The product is: [NH2:32][C:8]1[CH:7]=[C:4]([CH:3]=[C:2]([CH3:1])[C:9]=1[C:10]#[C:11][CH2:12][C:13]([CH2:19][C:20]1([CH3:31])[C:29]2[C:24](=[CH:25][CH:26]=[C:27]([F:30])[CH:28]=2)[O:23][CH2:22][CH2:21]1)([OH:18])[C:14]([F:15])([F:16])[F:17])[C:5]#[N:6]. Given the reactants [CH3:1][C:2]1[CH:3]=[C:4]([CH:7]=[C:8]([N+:32]([O-])=O)[C:9]=1[C:10]#[C:11][CH2:12][C:13]([CH2:19][C:20]1([CH3:31])[C:29]2[C:24](=[CH:25][CH:26]=[C:27]([F:30])[CH:28]=2)[O:23][CH2:22][CH2:21]1)([OH:18])[C:14]([F:17])([F:16])[F:15])[C:5]#[N:6], predict the reaction product. (4) Given the reactants [Br:1][C:2]1[N:3]=[C:4]([N:26]([CH2:35][C:36]2[CH:41]=[C:40]([O:42][CH2:43][CH3:44])[CH:39]=[C:38]([O:45][CH:46]([CH3:48])[CH3:47])[C:37]=2[F:49])[C:27]2[CH:34]=[CH:33][C:30]([C:31]#[N:32])=[CH:29][CH:28]=2)[N:5]([C:7]([C:20]2[CH:25]=[CH:24][CH:23]=[CH:22][CH:21]=2)([C:14]2[CH:19]=[CH:18][CH:17]=[CH:16][CH:15]=2)[C:8]2[CH:13]=[CH:12][CH:11]=[CH:10][CH:9]=2)[CH:6]=1.[OH2:50].[NH2:51]O, predict the reaction product. The product is: [Br:1][C:2]1[N:3]=[C:4]([N:26]([CH2:35][C:36]2[CH:41]=[C:40]([O:42][CH2:43][CH3:44])[CH:39]=[C:38]([O:45][CH:46]([CH3:48])[CH3:47])[C:37]=2[F:49])[C:27]2[CH:28]=[CH:29][C:30]([C:31]([NH2:51])=[N:32][OH:50])=[CH:33][CH:34]=2)[N:5]([C:7]([C:8]2[CH:13]=[CH:12][CH:11]=[CH:10][CH:9]=2)([C:20]2[CH:25]=[CH:24][CH:23]=[CH:22][CH:21]=2)[C:14]2[CH:15]=[CH:16][CH:17]=[CH:18][CH:19]=2)[CH:6]=1.